Dataset: Catalyst prediction with 721,799 reactions and 888 catalyst types from USPTO. Task: Predict which catalyst facilitates the given reaction. (1) Reactant: [OH:1][C:2]1[N:10]=[CH:9][CH:8]=[CH:7][C:3]=1[C:4]([OH:6])=[O:5].S(=O)(=O)(O)O.[CH3:16]O. Product: [OH:1][C:2]1[N:10]=[CH:9][CH:8]=[CH:7][C:3]=1[C:4]([O:6][CH3:16])=[O:5]. The catalyst class is: 6. (2) Reactant: [CH2:1]([O:3][C:4](=[O:19])[CH:5]=[C:6]([CH3:18])[CH:7]=[CH:8][CH2:9]P(OCC)(OCC)=O)[CH3:2].C[Si]([N-][Si](C)(C)C)(C)C.[Li+].[CH3:30][C:31]1([CH3:49])[CH2:39][CH2:38][C:37]([CH3:41])([CH3:40])[C:36]2[CH2:35][C:34]([CH2:44][CH2:45][CH2:46][CH2:47][CH3:48])([CH:42]=O)[CH2:33][C:32]1=2.Cl. Product: [CH2:1]([O:3][C:4](=[O:19])/[CH:5]=[C:6](/[CH3:18])\[CH:7]=[CH:8]\[CH:9]=[CH:42]\[C:34]1([CH2:44][CH2:45][CH2:46][CH2:47][CH3:48])[CH2:33][C:32]2[C:31]([CH3:30])([CH3:49])[CH2:39][CH2:38][C:37]([CH3:41])([CH3:40])[C:36]=2[CH2:35]1)[CH3:2].[CH2:1]([O:3][C:4](=[O:19])/[CH:5]=[C:6](\[CH3:18])/[CH:7]=[CH:8]/[CH:9]=[CH:42]/[C:34]1([CH2:44][CH2:45][CH2:46][CH2:47][CH3:48])[CH2:33][C:32]2[C:31]([CH3:30])([CH3:49])[CH2:39][CH2:38][C:37]([CH3:41])([CH3:40])[C:36]=2[CH2:35]1)[CH3:2]. The catalyst class is: 134. (3) Reactant: [CH3:1][N:2]1[C:6]([CH2:7][O:8][C:9]2[CH:14]=[CH:13][C:12]([C:15]([F:18])([F:17])[F:16])=[CH:11][CH:10]=2)=[C:5]([C:19]([O:21]CC)=O)[CH:4]=[N:3]1.O.[NH2:25][NH2:26]. Product: [CH3:1][N:2]1[C:6]([CH2:7][O:8][C:9]2[CH:14]=[CH:13][C:12]([C:15]([F:18])([F:17])[F:16])=[CH:11][CH:10]=2)=[C:5]([C:19]([NH:25][NH2:26])=[O:21])[CH:4]=[N:3]1. The catalyst class is: 5. (4) Reactant: [CH2:1]([O:8][C:9]1[CH:14]=[CH:13][NH:12][C:11](=[O:15])[CH:10]=1)[C:2]1[CH:7]=[CH:6][CH:5]=[CH:4][CH:3]=1.Br[C:17]1[CH:18]=[CH:19][C:20]([N+:25]([O-:27])=[O:26])=[C:21]([CH:24]=1)[NH:22][CH3:23].CNCCNC.C(=O)([O-])[O-].[K+].[K+].N. Product: [CH2:1]([O:8][C:9]1[CH:14]=[CH:13][N:12]([C:17]2[CH:18]=[CH:19][C:20]([N+:25]([O-:27])=[O:26])=[C:21]([NH:22][CH3:23])[CH:24]=2)[C:11](=[O:15])[CH:10]=1)[C:2]1[CH:3]=[CH:4][CH:5]=[CH:6][CH:7]=1. The catalyst class is: 846. (5) Reactant: [OH-].[Na+].[C:3]1([OH:10])[CH:8]=[CH:7][CH:6]=[C:5]([OH:9])[CH:4]=1.[Cl:11][C:12]1[N:17]=[C:16](Cl)[CH:15]=[CH:14][N:13]=1. Product: [Cl:11][C:12]1[N:17]=[C:16]([O:9][C:5]2[CH:4]=[C:3]([OH:10])[CH:8]=[CH:7][CH:6]=2)[CH:15]=[CH:14][N:13]=1. The catalyst class is: 283.